This data is from NCI-60 drug combinations with 297,098 pairs across 59 cell lines. The task is: Regression. Given two drug SMILES strings and cell line genomic features, predict the synergy score measuring deviation from expected non-interaction effect. (1) Drug 1: C1=CC(=CC=C1CC(C(=O)O)N)N(CCCl)CCCl.Cl. Drug 2: COC1=C2C(=CC3=C1OC=C3)C=CC(=O)O2. Cell line: NCI-H460. Synergy scores: CSS=14.5, Synergy_ZIP=1.55, Synergy_Bliss=1.49, Synergy_Loewe=-9.05, Synergy_HSA=-0.134. (2) Drug 1: CCCS(=O)(=O)NC1=C(C(=C(C=C1)F)C(=O)C2=CNC3=C2C=C(C=N3)C4=CC=C(C=C4)Cl)F. Synergy scores: CSS=34.5, Synergy_ZIP=-3.41, Synergy_Bliss=-9.91, Synergy_Loewe=-14.0, Synergy_HSA=-11.5. Drug 2: C1=C(C(=O)NC(=O)N1)F. Cell line: OVCAR-4.